This data is from Reaction yield outcomes from USPTO patents with 853,638 reactions. The task is: Predict the reaction yield, written as a fraction of the theoretical maximum amount of product (1.0 means a 100% yield; for example, 0.34 means a 34% yield). The reactants are [NH2:1][C:2]1[CH:31]=[CH:30][C:5]([O:6][C:7]2[CH:12]=[CH:11][N:10]=[C:9]3[CH:13]=[C:14]([C:16]4[N:21]=[CH:20][C:19]([CH2:22][N:23]5[CH2:28][CH2:27][CH2:26][O:25][C:24]5=[O:29])=[CH:18][CH:17]=4)[S:15][C:8]=23)=[C:4]([F:32])[CH:3]=1.[N:33]([CH:36]([CH3:38])[CH3:37])=[C:34]=[O:35]. The catalyst is C(Cl)Cl. The product is [F:32][C:4]1[CH:3]=[C:2]([NH:1][C:34]([NH:33][CH:36]([CH3:38])[CH3:37])=[O:35])[CH:31]=[CH:30][C:5]=1[O:6][C:7]1[CH:12]=[CH:11][N:10]=[C:9]2[CH:13]=[C:14]([C:16]3[CH:17]=[CH:18][C:19]([CH2:22][N:23]4[CH2:28][CH2:27][CH2:26][O:25][C:24]4=[O:29])=[CH:20][N:21]=3)[S:15][C:8]=12. The yield is 0.294.